From a dataset of Full USPTO retrosynthesis dataset with 1.9M reactions from patents (1976-2016). Predict the reactants needed to synthesize the given product. (1) The reactants are: [CH3:1][C:2]([CH3:7])([CH3:6])[C:3]([NH2:5])=[O:4].C(Cl)(=O)[C:9](Cl)=[O:10].[S:14]1[C:18]([C:19]2[CH:24]=[C:23]([O:25][C:26]3[CH:27]=[CH:28][C:29]([NH2:32])=[N:30][CH:31]=3)[CH:22]=[CH:21][N:20]=2)=[CH:17][N:16]=[CH:15]1.O. Given the product [S:14]1[C:18]([C:19]2[CH:24]=[C:23]([O:25][C:26]3[CH:27]=[CH:28][C:29]([NH:32][C:9]([NH:5][C:3](=[O:4])[C:2]([CH3:7])([CH3:6])[CH3:1])=[O:10])=[N:30][CH:31]=3)[CH:22]=[CH:21][N:20]=2)=[CH:17][N:16]=[CH:15]1, predict the reactants needed to synthesize it. (2) The reactants are: [C:1]([OH:4])(=[O:3])[CH3:2].C(N(CC)CC)C.Cl[CH:13]([C:19](=[O:22])[CH2:20][CH3:21])[C:14]([O:16][CH2:17][CH3:18])=[O:15].O. Given the product [C:1]([O:4][CH:13]([C:19](=[O:22])[CH2:20][CH3:21])[C:14]([O:16][CH2:17][CH3:18])=[O:15])(=[O:3])[CH3:2], predict the reactants needed to synthesize it.